From a dataset of Full USPTO retrosynthesis dataset with 1.9M reactions from patents (1976-2016). Predict the reactants needed to synthesize the given product. (1) Given the product [CH2:6]([N:13]([CH2:21][C:22]1[CH:27]=[CH:26][CH:25]=[CH:24][CH:23]=1)[CH:38]([C:39]1[CH:40]=[CH:41][CH:42]=[CH:43][CH:44]=1)[CH2:37][C:36]([O:46][C:47]([CH3:50])([CH3:49])[CH3:48])=[O:45])[C:7]1[CH:12]=[CH:11][CH:10]=[CH:9][CH:8]=1, predict the reactants needed to synthesize it. The reactants are: C([Li])CCC.[CH2:6]([NH:13][Si](C)(C)C)[C:7]1[CH:12]=[CH:11][CH:10]=[CH:9][CH:8]=1.CO[C@H:21]([C:22]1[CH:27]=[CH:26][CH:25]=[CH:24][CH:23]=1)[C@H:21](OC)[C:22]1[CH:27]=[CH:26][CH:25]=[CH:24][CH:23]=1.[C:36]([O:46][C:47]([CH3:50])([CH3:49])[CH3:48])(=[O:45])[CH:37]=[CH:38][C:39]1[CH:44]=[CH:43][CH:42]=[CH:41][CH:40]=1.Cl[Si](C)(C)C. (2) Given the product [Cl:16][C:11]1[CH:12]=[CH:13][CH:14]=[CH:15][C:10]=1[NH:9][C:6]1[CH:5]=[CH:4][C:3]([CH2:2][NH:1][C:29]([C:26]2([NH:25][C:23]([C:21]3[CH:20]=[N:19][CH:18]=[N:17][CH:22]=3)=[O:24])[CH2:28][CH2:27]2)=[O:30])=[CH:8][CH:7]=1, predict the reactants needed to synthesize it. The reactants are: [NH2:1][CH2:2][C:3]1[CH:8]=[CH:7][C:6]([NH:9][C:10]2[CH:15]=[CH:14][CH:13]=[CH:12][C:11]=2[Cl:16])=[CH:5][CH:4]=1.[N:17]1[CH:22]=[C:21]([C:23]([NH:25][C:26]2([C:29](O)=[O:30])[CH2:28][CH2:27]2)=[O:24])[CH:20]=[N:19][CH:18]=1. (3) Given the product [CH2:13]([O:12][C:10]([NH:7][CH2:6][CH2:5][CH2:4][CH2:3][CH2:2][C:1]([OH:8])=[O:20])=[O:11])[C:14]1[CH:19]=[CH:18][CH:17]=[CH:16][CH:15]=1, predict the reactants needed to synthesize it. The reactants are: [C:1]1(=[O:8])[NH:7][CH2:6][CH2:5][CH2:4][CH2:3][CH2:2]1.Cl[C:10]([O:12][CH2:13][C:14]1[CH:19]=[CH:18][CH:17]=[CH:16][CH:15]=1)=[O:11].[OH-:20].[Na+].